From a dataset of Forward reaction prediction with 1.9M reactions from USPTO patents (1976-2016). Predict the product of the given reaction. (1) The product is: [F:23][C:19]1[CH:18]=[C:17]2[C:16](=[C:21]([I:22])[CH:20]=1)[C:15](=[O:14])[N:8]([CH2:7][C:6]1[CH:9]=[CH:10][C:3]([C:2]([F:11])([F:12])[F:1])=[CH:4][CH:5]=1)[CH2:24]2. Given the reactants [F:1][C:2]([F:12])([F:11])[C:3]1[CH:10]=[CH:9][C:6]([CH2:7][NH2:8])=[CH:5][CH:4]=1.C[O:14][C:15](=O)[C:16]1[C:21]([I:22])=[CH:20][C:19]([F:23])=[CH:18][C:17]=1[CH2:24]Br.C([O-])([O-])=O.[K+].[K+], predict the reaction product. (2) Given the reactants [CH3:1][N:2]([CH3:43])[CH2:3][CH2:4][CH2:5][CH2:6][CH2:7][C:8]([O:10][CH:11]([CH:22]([CH2:33][CH2:34][CH2:35]/[CH:36]=[CH:37]\[CH2:38][CH2:39][CH2:40][CH2:41][CH3:42])[CH2:23][CH2:24][CH2:25]/[CH:26]=[CH:27]\[CH2:28][CH2:29][CH2:30][CH2:31][CH3:32])[CH2:12][CH2:13][CH2:14]/[CH:15]=[CH:16]\[CH2:17][CH2:18][CH2:19][CH2:20]C)=[O:9].CNC, predict the reaction product. The product is: [CH3:43][N:2]([CH3:1])[CH2:3][CH2:4][CH2:5][CH2:6][CH2:7][C:8]([O:10][CH:11]([CH:22]([CH2:23][CH2:24][CH2:25]/[CH:26]=[CH:27]\[CH2:28][CH2:29][CH2:30][CH2:31][CH3:32])[CH2:33][CH2:34][CH2:35]/[CH:36]=[CH:37]\[CH2:38][CH2:39][CH2:40][CH2:41][CH3:42])[CH2:12][CH2:13]/[CH:14]=[CH:15]\[CH2:16][CH2:17][CH2:18][CH2:19][CH3:20])=[O:9]. (3) Given the reactants [CH2:1]([O:8][C:9]1[CH:10]=[C:11]([S:15][C:16]2[CH:23]=[CH:22][C:19]([CH:20]=O)=[C:18]([Cl:24])[CH:17]=2)[CH:12]=[CH:13][CH:14]=1)[C:2]1[CH:7]=[CH:6][CH:5]=[CH:4][CH:3]=1.C(OP([CH2:33][C:34]([O:36][CH2:37][CH3:38])=[O:35])(OCC)=O)C.C(=O)(O)[O-].[K+].C(=O)(O)[O-].[Na+].C(=O)([O-])[O-].[K+].[K+].C(=O)([O-])[O-].[Na+].[Na+], predict the reaction product. The product is: [CH2:1]([O:8][C:9]1[CH:10]=[C:11]([S:15][C:16]2[CH:23]=[CH:22][C:19]([CH:20]=[CH:33][C:34]([O:36][CH2:37][CH3:38])=[O:35])=[C:18]([Cl:24])[CH:17]=2)[CH:12]=[CH:13][CH:14]=1)[C:2]1[CH:7]=[CH:6][CH:5]=[CH:4][CH:3]=1. (4) Given the reactants [C:1]([C:5]1[CH:10]=[CH:9][CH:8]=[CH:7][C:6]=1[N:11]1[CH2:16][CH2:15][N:14]([C:17](=[O:34])[C:18]([NH:20][CH:21]2[CH2:26][CH2:25][N:24](C(OC(C)(C)C)=O)[CH2:23][CH2:22]2)=[O:19])[CH2:13][CH2:12]1)([CH3:4])([CH3:3])[CH3:2].Cl[C:36](=[O:42])[C:37]([O:39][CH2:40][CH3:41])=[O:38].C(N(CC)CC)C.C([O-])(O)=O.[Na+], predict the reaction product. The product is: [C:1]([C:5]1[CH:10]=[CH:9][CH:8]=[CH:7][C:6]=1[N:11]1[CH2:12][CH2:13][N:14]([C:17](=[O:34])[C:18]([NH:20][CH:21]2[CH2:22][CH2:23][N:24]([C:36](=[O:42])[C:37]([O:39][CH2:40][CH3:41])=[O:38])[CH2:25][CH2:26]2)=[O:19])[CH2:15][CH2:16]1)([CH3:2])([CH3:3])[CH3:4]. (5) The product is: [N:5]12[CH2:12][CH2:11][CH:8]([CH2:9][CH2:10]1)[CH:7]([C:13]1[C:21]3[C:20]4[N:3]=[CH:2][CH:1]=[N:4][C:19]=4[CH:18]=[CH:17][C:16]=3[NH:15][CH:14]=1)[CH2:6]2. Given the reactants [CH2:1]([NH2:4])[CH2:2][NH2:3].[N:5]12[CH2:12][CH2:11][CH:8]([CH2:9][CH2:10]1)[CH:7]([C:13]1[C:21]3[C:16](=[CH:17][CH:18]=[C:19](O)[CH:20]=3)[NH:15][CH:14]=1)[CH2:6]2.OC1C=C2C(=CC=1)NC=C2.N12CCC(CC1)C(=O)C2, predict the reaction product. (6) Given the reactants [CH3:1][C:2]1[C:11]2[N:10]3[CH:12]=[CH:13][CH:14]=[C:9]3[C:8](=[O:15])[N:7]([CH2:16][C:17]([OH:19])=O)[C:6]=2[N:5]=[CH:4][CH:3]=1.[CH3:20][O:21][C:22]1[CH:27]=[CH:26][C:25]([N:28]2[CH2:33][CH2:32][N:31]([CH2:34][CH2:35][CH2:36][NH2:37])[CH2:30][CH2:29]2)=[CH:24][CH:23]=1.C(N=C=NC(C)C)(C)C, predict the reaction product. The product is: [CH3:20][O:21][C:22]1[CH:23]=[CH:24][C:25]([N:28]2[CH2:29][CH2:30][N:31]([CH2:34][CH2:35][CH2:36][NH:37][C:17](=[O:19])[CH2:16][N:7]3[C:6]4[N:5]=[CH:4][CH:3]=[C:2]([CH3:1])[C:11]=4[N:10]4[CH:12]=[CH:13][CH:14]=[C:9]4[C:8]3=[O:15])[CH2:32][CH2:33]2)=[CH:26][CH:27]=1. (7) Given the reactants Cl[C:2]1[N:10]=[C:9](Cl)[CH:8]=[CH:7][C:3]=1[C:4]([NH2:6])=[O:5].[F:12][C:13]1[CH:19]=[CH:18][C:16]([NH2:17])=[CH:15][CH:14]=1.[N:20]1([C:26]([O:28]C(C)(C)C)=O)[CH2:25][CH2:24][NH:23][CH2:22][CH2:21]1.[C:33](O)(=O)[CH:34]=C, predict the reaction product. The product is: [C:26]([NH:20][C@H:25]1[CH2:21][CH2:22][N:23]([C:9]2[CH:8]=[CH:7][C:3]([C:4]([NH2:6])=[O:5])=[C:2]([NH:17][C:16]3[CH:18]=[CH:19][C:13]([F:12])=[CH:14][CH:15]=3)[N:10]=2)[CH2:24]1)(=[O:28])[CH:33]=[CH2:34]. (8) Given the reactants [NH2:1][C:2]1[N:7]=[C:6]([C:8]2[CH:13]=[CH:12][C:11]([Cl:14])=[CH:10][C:9]=2[F:15])[N:5]=[C:4]([C:16]([O:18][CH3:19])=[O:17])[CH:3]=1.[I:20](O)(=O)(=O)=O.II.S([O-])([O-])=O.[Na+].[Na+], predict the reaction product. The product is: [NH2:1][C:2]1[N:7]=[C:6]([C:8]2[CH:13]=[CH:12][C:11]([Cl:14])=[CH:10][C:9]=2[F:15])[N:5]=[C:4]([C:16]([O:18][CH3:19])=[O:17])[C:3]=1[I:20]. (9) The product is: [CH3:11][C:9]([CH:8]([OH:7])[CH2:6][CH2:5][C:4]#[C:3][CH3:2])=[CH2:10]. Given the reactants Br[CH2:2][CH2:3][C:4]#[C:5][CH3:6].[O:7]=[CH:8][C:9](=[CH2:11])[CH3:10], predict the reaction product.